This data is from Forward reaction prediction with 1.9M reactions from USPTO patents (1976-2016). The task is: Predict the product of the given reaction. (1) Given the reactants CC1(C)C(C)(C)OB([C:9]2[CH:14]=[CH:13][N:12]=[C:11]3[N:15]([C:18]([C:31]4[CH:36]=[CH:35][CH:34]=[CH:33][CH:32]=4)([C:25]4[CH:30]=[CH:29][CH:28]=[CH:27][CH:26]=4)[C:19]4[CH:24]=[CH:23][CH:22]=[CH:21][CH:20]=4)[N:16]=[CH:17][C:10]=23)O1.Br[C:39]1[CH:40]=[C:41]([C:45]([CH3:50])([CH2:48][CH3:49])[C:46]#[N:47])[CH:42]=[CH:43][CH:44]=1.C(=O)([O-])[O-].[Na+].[Na+], predict the reaction product. The product is: [CH3:50][C:45]([C:41]1[CH:40]=[CH:39][CH:44]=[C:43]([C:9]2[CH:14]=[CH:13][N:12]=[C:11]3[N:15]([C:18]([C:19]4[CH:20]=[CH:21][CH:22]=[CH:23][CH:24]=4)([C:25]4[CH:30]=[CH:29][CH:28]=[CH:27][CH:26]=4)[C:31]4[CH:36]=[CH:35][CH:34]=[CH:33][CH:32]=4)[N:16]=[CH:17][C:10]=23)[CH:42]=1)([CH2:48][CH3:49])[C:46]#[N:47]. (2) The product is: [C:29]([O:21][C:20]([NH:19][C:2]1[CH:7]=[C:6]([CH:8]([CH3:14])[C:9]([O:11][CH2:12][CH3:13])=[O:10])[CH:5]=[CH:4][N:3]=1)=[O:22])([CH3:30])([CH3:33])[CH3:23]. Given the reactants Cl[C:2]1[CH:7]=[C:6]([CH:8]([CH3:14])[C:9]([O:11][CH2:12][CH3:13])=[O:10])[CH:5]=[CH:4][N:3]=1.C([NH:19][C:20](=[O:22])[O-:21])(C)(C)C.[C:23](=O)([O-])[O-].[Cs+].[Cs+].[CH2:29]1[CH2:33]OC[CH2:30]1, predict the reaction product. (3) Given the reactants [NH2:1][C:2]([C:4]1[CH:5]=[C:6]([CH:11]=[C:12]([C:14]([N:16]([CH2:20][CH2:21][CH3:22])[CH2:17][CH2:18][CH3:19])=[O:15])[CH:13]=1)[C:7]([O:9][CH3:10])=[O:8])=[O:3].[C:23](=O)([O-])[O-].[K+].[K+].C(O[CH2:33][CH3:34])(=O)C, predict the reaction product. The product is: [CH2:20]([N:16]([CH2:17][CH2:18][CH3:19])[C:14]([C:12]1[CH:11]=[C:6]([CH:5]=[C:4]([C:2]2[O:3][CH:23]=[C:33]([CH3:34])[N:1]=2)[CH:13]=1)[C:7]([O:9][CH3:10])=[O:8])=[O:15])[CH2:21][CH3:22]. (4) Given the reactants [CH:1]([N:4]1[CH:8]=[C:7]([C:9]2[CH:10]=[C:11]([CH:20]=[CH:21][CH:22]=2)[CH2:12][CH2:13][O:14][CH2:15][CH2:16][C:17]([OH:19])=O)[CH:6]=[N:5]1)([CH3:3])[CH3:2].[CH3:23][O:24][CH:25]([O:33][CH3:34])[CH2:26][NH:27][CH:28]1[CH2:32][CH2:31][CH2:30][CH2:29]1, predict the reaction product. The product is: [CH:28]1([N:27]([CH2:26][CH:25]([O:33][CH3:34])[O:24][CH3:23])[C:17](=[O:19])[CH2:16][CH2:15][O:14][CH2:13][CH2:12][C:11]2[CH:20]=[CH:21][CH:22]=[C:9]([C:7]3[CH:6]=[N:5][N:4]([CH:1]([CH3:2])[CH3:3])[CH:8]=3)[CH:10]=2)[CH2:29][CH2:30][CH2:31][CH2:32]1. (5) Given the reactants [CH:1]1([C:5]([OH:7])=O)[CH2:4][CH2:3][CH2:2]1.CN(C(ON1N=NC2C=CC=NC1=2)=[N+](C)C)C.F[P-](F)(F)(F)(F)F.C(N(CC)CC)C.[CH3:39][S:40]([CH2:43][C:44]1[CH:49]=[C:48]([N:50]2[CH2:55][CH2:54][O:53][CH2:52][CH2:51]2)[N:47]=[C:46]([C:56]2[CH:61]=[CH:60][C:59]([NH2:62])=[CH:58][CH:57]=2)[N:45]=1)(=[O:42])=[O:41], predict the reaction product. The product is: [CH3:39][S:40]([CH2:43][C:44]1[CH:49]=[C:48]([N:50]2[CH2:55][CH2:54][O:53][CH2:52][CH2:51]2)[N:47]=[C:46]([C:56]2[CH:61]=[CH:60][C:59]([NH:62][C:5]([CH:1]3[CH2:2][CH2:3][CH2:4]3)=[O:7])=[CH:58][CH:57]=2)[N:45]=1)(=[O:42])=[O:41]. (6) The product is: [I-:1].[CH2:28]([N:30]([CH3:34])[C:31]([O:2][C:3]1[CH:4]=[C:5]([C@@H:9]([N+:11]([CH3:21])([CH3:20])[C@H:12]([C:14]2[CH:19]=[CH:18][CH:17]=[CH:16][CH:15]=2)[CH3:13])[CH3:10])[CH:6]=[CH:7][CH:8]=1)=[O:32])[CH3:29]. Given the reactants [I-:1].[OH:2][C:3]1[CH:4]=[C:5]([C@@H:9]([N+:11]([CH3:21])([CH3:20])[C@H:12]([C:14]2[CH:19]=[CH:18][CH:17]=[CH:16][CH:15]=2)[CH3:13])[CH3:10])[CH:6]=[CH:7][CH:8]=1.C(=O)([O-])[O-].[K+].[K+].[CH2:28]([N:30]([CH3:34])[C:31](Cl)=[O:32])[CH3:29], predict the reaction product. (7) Given the reactants Br[C:2]1[N:6](COCC[Si](C)(C)C)[C:5]([C:15]2[CH:20]=[C:19]([C:21]([F:24])([F:23])[F:22])[CH:18]=[CH:17][C:16]=2[Cl:25])=[C:4]([C:26]#[N:27])[CH:3]=1.Cl[C:29]1[N:34]=[CH:33][N:32]=[C:31]([NH:35]C)[CH:30]=1, predict the reaction product. The product is: [NH2:35][C:31]1[N:32]=[CH:33][N:34]=[C:29]([C:2]2[NH:6][C:5]([C:15]3[CH:20]=[C:19]([C:21]([F:22])([F:23])[F:24])[CH:18]=[CH:17][C:16]=3[Cl:25])=[C:4]([C:26]#[N:27])[CH:3]=2)[CH:30]=1. (8) The product is: [N:1]1([CH2:6][CH:7]2[CH2:12][CH2:11][N:10]([C:13]3[CH:20]=[CH:19][C:16]([CH2:17][N:25]4[CH2:26][CH2:27][CH:22]([OH:21])[CH2:23][CH2:24]4)=[CH:15][CH:14]=3)[CH2:9][CH2:8]2)[CH2:5][CH2:4][CH2:3][CH2:2]1. Given the reactants [N:1]1([CH2:6][CH:7]2[CH2:12][CH2:11][N:10]([C:13]3[CH:20]=[CH:19][C:16]([CH:17]=O)=[CH:15][CH:14]=3)[CH2:9][CH2:8]2)[CH2:5][CH2:4][CH2:3][CH2:2]1.[OH:21][CH:22]1[CH2:27][CH2:26][NH:25][CH2:24][CH2:23]1, predict the reaction product. (9) Given the reactants [O:1]1[C:6]2[CH:7]=[CH:8][CH:9]=[CH:10][C:5]=2[NH:4][C:3](=[O:11])[CH2:2]1.[Br:12][CH2:13][CH2:14][CH2:15][CH2:16][CH2:17][C:18](Cl)=[O:19], predict the reaction product. The product is: [Br:12][CH2:13][CH2:14][CH2:15][CH2:16][CH2:17][C:18]([C:9]1[CH:8]=[CH:7][C:6]2[O:1][CH2:2][C:3](=[O:11])[NH:4][C:5]=2[CH:10]=1)=[O:19].